This data is from Reaction yield outcomes from USPTO patents with 853,638 reactions. The task is: Predict the reaction yield, written as a fraction of the theoretical maximum amount of product (1.0 means a 100% yield; for example, 0.34 means a 34% yield). (1) The reactants are [C:1]([C:4]1[CH:5]=[CH:6][C:7]([C:20]2[CH:25]=[CH:24][CH:23]=[CH:22][C:21]=2[F:26])=[C:8]2[C:16]=1[NH:15][C:14]1[CH:13]=[C:12](C(O)=O)[CH:11]=[CH:10][C:9]2=1)(=[O:3])[NH2:2].C1(P([N:41]=[N+]=[N-])(C2C=CC=CC=2)=O)C=CC=CC=1.[C:44]1([CH2:50][OH:51])[CH:49]=[CH:48][CH:47]=[CH:46][CH:45]=1.[O:52]1[CH2:57]COCC1. No catalyst specified. The product is [C:1]([C:4]1[CH:5]=[CH:6][C:7]([C:20]2[CH:25]=[CH:24][CH:23]=[CH:22][C:21]=2[F:26])=[C:8]2[C:16]=1[NH:15][C:14]1[CH:13]=[C:12]([NH:41][C:57](=[O:52])[O:51][CH2:50][C:44]3[CH:49]=[CH:48][CH:47]=[CH:46][CH:45]=3)[CH:11]=[CH:10][C:9]2=1)(=[O:3])[NH2:2]. The yield is 0.830. (2) The reactants are [H-].[H-].[H-].[H-].[Li+].[Al+3].C[O:8][C:9](=O)[C:10]1[CH:15]=[C:14]([C:16]2[CH:21]=[CH:20][C:19]([Cl:22])=[C:18]([Cl:23])[CH:17]=2)[CH:13]=[N:12][CH:11]=1. The catalyst is C1COCC1. The product is [Cl:23][C:18]1[CH:17]=[C:16]([C:14]2[CH:15]=[C:10]([CH2:9][OH:8])[CH:11]=[N:12][CH:13]=2)[CH:21]=[CH:20][C:19]=1[Cl:22]. The yield is 0.270. (3) The product is [Br:13][CH2:14][CH2:15][CH2:16][CH2:17][CH2:18][CH2:19][O:4][CH2:3][C:2]([C:5]1[CH:10]=[CH:9][CH:8]=[C:7]([CH3:11])[CH:6]=1)([F:12])[F:1]. The yield is 1.00. No catalyst specified. The reactants are [F:1][C:2]([F:12])([C:5]1[CH:10]=[CH:9][CH:8]=[C:7]([CH3:11])[CH:6]=1)[CH2:3][OH:4].[Br:13][CH2:14][CH2:15][CH2:16][CH2:17][CH2:18][CH2:19]OCC(F)(F)CCC1C=CC=CC=1.